This data is from Forward reaction prediction with 1.9M reactions from USPTO patents (1976-2016). The task is: Predict the product of the given reaction. Given the reactants [CH2:1]([O:3][P:4]([CH2:9][OH:10])(=[O:8])[O:5][CH2:6][CH3:7])[CH3:2].[C:11]1([CH3:21])[CH:16]=[CH:15][C:14]([S:17](Cl)(=[O:19])=[O:18])=[CH:13][CH:12]=1, predict the reaction product. The product is: [CH2:1]([O:3][P:4]([CH2:9][O:10][S:17]([C:14]1[CH:15]=[CH:16][C:11]([CH3:21])=[CH:12][CH:13]=1)(=[O:19])=[O:18])([O:5][CH2:6][CH3:7])=[O:8])[CH3:2].